This data is from Catalyst prediction with 721,799 reactions and 888 catalyst types from USPTO. The task is: Predict which catalyst facilitates the given reaction. (1) Reactant: C[Si](C)(C)[CH2:3][CH2:4][O:5]CCl.[N+:10]([C:13]1[CH:22]=[CH:21][CH:20]=[C:19]2[C:14]=1[N:15]=CC(=O)[NH:18]2)([O-:12])=[O:11]. Product: [N+:10]([C:13]1[CH:22]=[CH:21][CH:20]=[C:19]2[C:14]=1[NH:15][C:4](=[O:5])[CH:3]=[N:18]2)([O-:12])=[O:11]. The catalyst class is: 7. (2) Reactant: Cl[C:2]1[CH:9]=[CH:8][C:5]([C:6]#[N:7])=[CH:4][N:3]=1.[Br:10][C:11]1[CH:18]=[CH:17][C:16]([OH:19])=[CH:15][C:12]=1[CH:13]=[O:14].C([O-])([O-])=O.[K+].[K+].CCOC(C)=O. Product: [Br:10][C:11]1[CH:18]=[CH:17][C:16]([O:19][C:2]2[CH:9]=[CH:8][C:5]([C:6]#[N:7])=[CH:4][N:3]=2)=[CH:15][C:12]=1[CH:13]=[O:14]. The catalyst class is: 18. (3) Reactant: Cl[C:2]1[C:7]([N+:8]([O-:10])=[O:9])=[CH:6][CH:5]=[C:4]([Cl:11])[N:3]=1.[CH3:12][N:13]1CCCC1=O. Product: [Cl:11][C:4]1[N:3]=[C:2]([C:12]#[N:13])[C:7]([N+:8]([O-:10])=[O:9])=[CH:6][CH:5]=1. The catalyst class is: 13. (4) Reactant: [F:1][C:2]1[C:9]([CH:10]=[O:11])=[CH:8][CH:7]=[C:6]([I:12])[C:3]=1[C:4]#[N:5].[BH4-].[Na+].CC(C)=O. Product: [F:1][C:2]1[C:9]([CH2:10][OH:11])=[CH:8][CH:7]=[C:6]([I:12])[C:3]=1[C:4]#[N:5]. The catalyst class is: 5. (5) Reactant: [N:1]1[CH:9]=[C:8]2[C:4]([N:5]([CH2:10][C:11]3[CH:22]=[CH:21][C:14]4[N:15]=[C:16](S(C)=O)[O:17][C:13]=4[CH:12]=3)[CH:6]=[N:7]2)=[N:3][CH:2]=1.[NH2:23][C@@H:24]1[CH2:29][CH2:28][CH2:27][CH2:26][C@H:25]1[OH:30].CCN(C(C)C)C(C)C.O. Product: [N:1]1[CH:9]=[C:8]2[C:4]([N:5]([CH2:10][C:11]3[CH:22]=[CH:21][C:14]4[N:15]=[C:16]([NH:23][C@@H:24]5[CH2:29][CH2:28][CH2:27][CH2:26][C@H:25]5[OH:30])[O:17][C:13]=4[CH:12]=3)[CH:6]=[N:7]2)=[N:3][CH:2]=1. The catalyst class is: 44. (6) Reactant: C(OC([N:8]1[CH2:13][CH2:12][C:11]([C:16]2[CH:21]=[CH:20][C:19]([Cl:22])=[CH:18][CH:17]=2)([O:14][CH3:15])[C:10]([OH:24])([CH3:23])[CH2:9]1)=O)(C)(C)C.FC(F)(F)C(O)=O. Product: [Cl:22][C:19]1[CH:20]=[CH:21][C:16]([C:11]2([O:14][CH3:15])[CH2:12][CH2:13][NH:8][CH2:9][C:10]2([CH3:23])[OH:24])=[CH:17][CH:18]=1. The catalyst class is: 2. (7) Reactant: [CH2:1]([C:3]1[S:4][CH:5]=[C:6](/[CH:8]=[CH:9]/[C:10]2[C:11]([O:21]COC)=[N:12][N:13]([C:15]3[CH:20]=[CH:19][CH:18]=[CH:17][CH:16]=3)[CH:14]=2)[N:7]=1)[CH3:2].Cl. Product: [CH2:1]([C:3]1[S:4][CH:5]=[C:6](/[CH:8]=[CH:9]/[C:10]2[C:11]([OH:21])=[N:12][N:13]([C:15]3[CH:20]=[CH:19][CH:18]=[CH:17][CH:16]=3)[CH:14]=2)[N:7]=1)[CH3:2]. The catalyst class is: 5. (8) Reactant: Cl[C:2]1[C:9]([O:10][CH2:11][O:12][CH3:13])=[CH:8][C:5]([C:6]#[N:7])=[CH:4][N:3]=1.[B:14]1([OH:24])[C:18]2[CH:19]=[CH:20][C:21]([OH:23])=[CH:22][C:17]=2[CH2:16][O:15]1.C(=O)([O-])[O-].[Cs+].[Cs+]. Product: [OH:24][B:14]1[C:18]2[CH:19]=[CH:20][C:21]([O:23][C:2]3[C:9]([O:10][CH2:11][O:12][CH3:13])=[CH:8][C:5]([C:6]#[N:7])=[CH:4][N:3]=3)=[CH:22][C:17]=2[CH2:16][O:15]1. The catalyst class is: 3.